Dataset: Forward reaction prediction with 1.9M reactions from USPTO patents (1976-2016). Task: Predict the product of the given reaction. (1) Given the reactants [Br:1][C:2]1[C:11]2[C:10]([CH3:13])([CH3:12])[CH2:9][CH:8]=[C:7]([C:14]([CH3:17])([CH3:16])[CH3:15])[C:6]=2[CH:5]=[C:4]([C:18]([CH3:29])=[C:19]([F:28])[CH:20]=[CH:21][C:22]([CH3:27])=[CH:23][C:24]([O-:26])=[O:25])[C:3]=1[O:30][CH2:31][CH3:32].[OH-].[Na+], predict the reaction product. The product is: [Br:1][C:2]1[C:11]2[C:10]([CH3:12])([CH3:13])[CH2:9][CH:8]=[C:7]([C:14]([CH3:17])([CH3:15])[CH3:16])[C:6]=2[CH:5]=[C:4]([C:18]([CH3:29])=[C:19]([F:28])[CH:20]=[CH:21][C:22]([CH3:27])=[CH:23][C:24]([OH:26])=[O:25])[C:3]=1[O:30][CH2:31][CH3:32]. (2) The product is: [Cl:24][C:25]1[CH:30]=[CH:29][C:28]([C:2]2[CH:3]=[CH:4][C:5]([CH2:22][CH3:23])=[C:6]([CH:8]3[C:9](=[O:21])[CH:10]4[CH:15]([C:14]5([CH3:19])[O:18][C:11]4([CH3:20])[CH2:12][CH2:13]5)[C:16]3=[O:17])[CH:7]=2)=[C:27]([F:34])[CH:26]=1. Given the reactants Br[C:2]1[CH:3]=[CH:4][C:5]([CH2:22][CH3:23])=[C:6]([CH:8]2[C:16](=[O:17])[CH:15]3[CH:10]([C:11]4([CH3:20])[O:18][C:14]3([CH3:19])[CH:13]=[CH:12]4)[C:9]2=[O:21])[CH:7]=1.[Cl:24][C:25]1[CH:30]=[CH:29][C:28](B(O)O)=[C:27]([F:34])[CH:26]=1.[F-].[Cs+], predict the reaction product. (3) Given the reactants [Si:1]([O:8][CH2:9][CH2:10][N:11]([CH3:45])[C:12]([C:14]1[C:19]([O:20][CH2:21][C:22]2[CH:27]=[CH:26][CH:25]=[CH:24][CH:23]=2)=[C:18]([OH:28])[N:17]=[C:16]([CH2:29][C:30]2([C:35]3[C:44]4[C:39](=[CH:40][CH:41]=[CH:42][CH:43]=4)[CH:38]=[CH:37][CH:36]=3)[CH2:34][CH2:33][CH2:32][CH2:31]2)[N:15]=1)=[O:13])([C:4]([CH3:7])([CH3:6])[CH3:5])([CH3:3])[CH3:2].[CH2:46](OC1C(C(O)=O)=NC(CC2(C3C4C(=CC=CC=4)C=CC=3)CCCC2)=NC=1O)[C:47]1C=CC=CC=1.[Si](OCCNC1CC1)(C(C)(C)C)(C)C, predict the reaction product. The product is: [Si:1]([O:8][CH2:9][CH2:10][N:11]([CH:45]1[CH2:47][CH2:46]1)[C:12]([C:14]1[C:19]([O:20][CH2:21][C:22]2[CH:23]=[CH:24][CH:25]=[CH:26][CH:27]=2)=[C:18]([OH:28])[N:17]=[C:16]([CH2:29][C:30]2([C:35]3[C:44]4[C:39](=[CH:40][CH:41]=[CH:42][CH:43]=4)[CH:38]=[CH:37][CH:36]=3)[CH2:31][CH2:32][CH2:33][CH2:34]2)[N:15]=1)=[O:13])([C:4]([CH3:6])([CH3:7])[CH3:5])([CH3:2])[CH3:3]. (4) Given the reactants [CH3:1][N:2]([CH3:6])[C:3](Cl)=[S:4].[OH:7][C:8]1[C:16]2[NH:15][C:14](=[O:17])[NH:13][C:12]=2[CH:11]=[CH:10][CH:9]=1.C(=O)([O-])[O-].[Cs+].[Cs+], predict the reaction product. The product is: [CH3:1][N:2]([CH3:6])[C:3](=[S:4])[O:7][C:8]1[C:16]2[NH:15][C:14](=[O:17])[NH:13][C:12]=2[CH:11]=[CH:10][CH:9]=1. (5) Given the reactants [OH:1][C:2]1[C:3]([CH2:27][CH2:28][CH3:29])=[C:4]([C:17]([CH2:24][CH2:25][CH3:26])=[CH:18][C:19]=1[C:20](=[O:23])[CH2:21][CH3:22])[O:5][CH:6]([C:11]1[CH:16]=[CH:15][CH:14]=[CH:13][CH:12]=1)[C:7]([O:9]C)=[O:8].[OH-].[Na+], predict the reaction product. The product is: [OH:1][C:2]1[C:3]([CH2:27][CH2:28][CH3:29])=[C:4]([C:17]([CH2:24][CH2:25][CH3:26])=[CH:18][C:19]=1[C:20](=[O:23])[CH2:21][CH3:22])[O:5][CH:6]([C:11]1[CH:16]=[CH:15][CH:14]=[CH:13][CH:12]=1)[C:7]([OH:9])=[O:8].